From a dataset of Forward reaction prediction with 1.9M reactions from USPTO patents (1976-2016). Predict the product of the given reaction. Given the reactants C1C(=O)N(Cl)C(=O)C1.[CH2:9]([SH:16])[C:10]1[CH:15]=[CH:14][CH:13]=[CH:12][CH:11]=1.[CH2:17]([CH:24]1[CH2:29][CH2:28][N:27]([C:30]([C:32]2[NH:33][C:34]3[C:39]([CH:40]=2)=[CH:38][CH:37]=[CH:36][CH:35]=3)=[O:31])[CH2:26][CH2:25]1)[C:18]1[CH:23]=[CH:22][CH:21]=[CH:20][CH:19]=1.O, predict the reaction product. The product is: [CH2:17]([CH:24]1[CH2:25][CH2:26][N:27]([C:30]([C:32]2[NH:33][C:34]3[C:39]([C:40]=2[S:16][CH2:9][C:10]2[CH:15]=[CH:14][CH:13]=[CH:12][CH:11]=2)=[CH:38][CH:37]=[CH:36][CH:35]=3)=[O:31])[CH2:28][CH2:29]1)[C:18]1[CH:19]=[CH:20][CH:21]=[CH:22][CH:23]=1.